This data is from Reaction yield outcomes from USPTO patents with 853,638 reactions. The task is: Predict the reaction yield, written as a fraction of the theoretical maximum amount of product (1.0 means a 100% yield; for example, 0.34 means a 34% yield). (1) The reactants are ClC1[N:10]=[CH:9][N:8]=[C:7]2[C:3]=1[N:4]=[CH:5][N:6]2[C@@H:11]1[CH2:15][C@H:14]([CH2:16][OH:17])[CH:13]=[CH:12]1.[NH2:18][C:19](N)=[S:20]. The catalyst is C(O)CC. The product is [NH2:10][C:9]1[NH:18][C:19](=[S:20])[C:3]2[N:4]=[CH:5][N:6]([C@@H:11]3[CH2:15][C@H:14]([CH2:16][OH:17])[CH:13]=[CH:12]3)[C:7]=2[N:8]=1. The yield is 0.630. (2) The reactants are C([O:9][C@H:10]1[CH2:15][C:14]([F:17])([F:16])[CH2:13][CH2:12][C@@H:11]1[C:18]1[N:22]([CH2:23][O:24][CH2:25][CH2:26][O:27][CH3:28])[N:21]=[CH:20][CH:19]=1)(=O)C1C=CC=CC=1.C(=O)([O-])[O-].[K+].[K+]. The catalyst is CO. The product is [F:17][C:14]1([F:16])[CH2:15][C@H:10]([OH:9])[C@@H:11]([C:18]2[N:22]([CH2:23][O:24][CH2:25][CH2:26][O:27][CH3:28])[N:21]=[CH:20][CH:19]=2)[CH2:12][CH2:13]1. The yield is 0.900.